This data is from Reaction yield outcomes from USPTO patents with 853,638 reactions. The task is: Predict the reaction yield, written as a fraction of the theoretical maximum amount of product (1.0 means a 100% yield; for example, 0.34 means a 34% yield). The reactants are N1CCC[C@H]1C(O)=O.[K].Br[C:11]1[CH:12]=[CH:13][C:14]([NH2:17])=[N:15][CH:16]=1.[CH3:18][C:19]1[N:23]=[CH:22][NH:21][N:20]=1. The catalyst is CS(C)=O.C(Cl)Cl.[Cu]I. The product is [CH3:18][C:19]1[N:23]=[CH:22][N:21]([C:11]2[CH:12]=[CH:13][C:14]([NH2:17])=[N:15][CH:16]=2)[N:20]=1. The yield is 0.120.